Dataset: Forward reaction prediction with 1.9M reactions from USPTO patents (1976-2016). Task: Predict the product of the given reaction. (1) Given the reactants [N:1]([CH2:4][CH2:5][C:6]1[O:7][C:8]2[CH:14]=[CH:13][C:12]([C:15]3[CH:22]=[CH:21][C:18]([C:19]#[N:20])=[CH:17][CH:16]=3)=[CH:11][C:9]=2[CH:10]=1)=[N+]=[N-].C1(P(C2C=CC=CC=2)C2C=CC=CC=2)C=CC=CC=1.O.ClCCl, predict the reaction product. The product is: [NH2:1][CH2:4][CH2:5][C:6]1[O:7][C:8]2[CH:14]=[CH:13][C:12]([C:15]3[CH:22]=[CH:21][C:18]([C:19]#[N:20])=[CH:17][CH:16]=3)=[CH:11][C:9]=2[CH:10]=1. (2) Given the reactants C(OC(=O)[CH:7]([C:20]#[N:21])[C:8](=[O:19])[CH2:9][C:10]1[CH:15]=[CH:14][CH:13]=[C:12]([N+:16]([O-:18])=[O:17])[CH:11]=1)(C)(C)C.C(O)(C(F)(F)F)=O, predict the reaction product. The product is: [N+:16]([C:12]1[CH:11]=[C:10]([CH2:9][C:8](=[O:19])[CH2:7][C:20]#[N:21])[CH:15]=[CH:14][CH:13]=1)([O-:18])=[O:17].